From a dataset of Forward reaction prediction with 1.9M reactions from USPTO patents (1976-2016). Predict the product of the given reaction. (1) Given the reactants [C:1](Cl)(=[O:8])[C:2]1[CH:7]=[CH:6][CH:5]=[CH:4][CH:3]=1.[NH2:10][C:11]1[CH:16]=[C:15]([CH2:17][C:18]([C:20]2[CH:25]=[CH:24][C:23]([O:26][CH3:27])=[CH:22][CH:21]=2)=[O:19])[CH:14]=[CH:13][N:12]=1.O, predict the reaction product. The product is: [C:1]([NH:10][C:11]1[CH:16]=[C:15]([CH2:17][C:18]([C:20]2[CH:25]=[CH:24][C:23]([O:26][CH3:27])=[CH:22][CH:21]=2)=[O:19])[CH:14]=[CH:13][N:12]=1)(=[O:8])[C:2]1[CH:7]=[CH:6][CH:5]=[CH:4][CH:3]=1. (2) Given the reactants [S:1]1[CH2:6][CH2:5][C:4](=O)[CH2:3][CH2:2]1.[NH3:8].C[Si](C)(C)[C:11]#[N:12], predict the reaction product. The product is: [NH2:8][C:4]1([C:11]#[N:12])[CH2:5][CH2:6][S:1][CH2:2][CH2:3]1. (3) The product is: [Br:1][C:2]1[CH:3]=[N:4][N:5]2[CH:10]=[CH:9][C:8]([NH:12][C:13]3[CH:18]=[CH:17][CH:16]=[CH:15][CH:14]=3)=[N:7][C:6]=12. Given the reactants [Br:1][C:2]1[CH:3]=[N:4][N:5]2[CH:10]=[CH:9][C:8](Cl)=[N:7][C:6]=12.[NH2:12][C:13]1[CH:18]=[CH:17][CH:16]=[CH:15][CH:14]=1, predict the reaction product. (4) Given the reactants [CH3:1][N:2]1[C:7]([C:8]2[CH:13]=[CH:12][CH:11]=[C:10]([C:14]([F:17])([F:16])[F:15])[CH:9]=2)=[CH:6][C:5]([CH3:18])=[C:4]([C:19](O)=[O:20])[C:3]1=[O:22].C(Cl)(=O)C(Cl)=O.CCN(CC)CC.[N:36]1([CH:41]2[CH2:46][CH2:45][NH:44][CH2:43][CH2:42]2)[CH2:40][CH2:39][CH2:38][CH2:37]1, predict the reaction product. The product is: [CH3:1][N:2]1[C:7]([C:8]2[CH:13]=[CH:12][CH:11]=[C:10]([C:14]([F:17])([F:16])[F:15])[CH:9]=2)=[CH:6][C:5]([CH3:18])=[C:4]([C:19]([N:44]2[CH2:45][CH2:46][CH:41]([N:36]3[CH2:40][CH2:39][CH2:38][CH2:37]3)[CH2:42][CH2:43]2)=[O:20])[C:3]1=[O:22].